Dataset: Experimentally validated miRNA-target interactions with 360,000+ pairs, plus equal number of negative samples. Task: Binary Classification. Given a miRNA mature sequence and a target amino acid sequence, predict their likelihood of interaction. (1) The miRNA is hsa-miR-297 with sequence AUGUAUGUGUGCAUGUGCAUG. The protein sequence of the target gene is MRRRRAAVAAGFCASFLLGSVLNVLFAPGSEPPRPGQSPEPSPAPGPGRRGGRGELARQIRARYEEVQRYSRGGPGPGAGRPERRRLMDLAPGGPGLPRPRPPWARPLSDGAPGWPPAPGPGSPGPGPRLGCAALRNVSGAQYMGSGYTKAVYRVRLPGGAAVALKAVDFSGHDLGSCVREFGVRRGCYRLAAHKLLKEMVLLERLRHPNVLQLYGYCYQDSEDIPDTLTTITELGAPVEMIQLLQTSWEDRFRICLSLGRLLHHLAHSPLGSVTLLDFRPRQFVLVDGELKVTDLDDAR.... Result: 0 (no interaction). (2) Result: 1 (interaction). The protein sequence of the target gene is MPGSLPLNAEACWPKDVGIVALEIYFPSQYVDQAELEKYDGVDAGKYTIGLGQAKMGFCTDREDINSLCMTVVQNLMERNNLSYDCIGRLEVGTETIIDKSKSVKTNLMQLFEESGNTDIEGIDTTNACYGGTAAVFNAVNWIESSSWDGRYALVVAGDIAVYATGNARPTGGVGAVALLIGPNAPLIFERGLRGTHMQHAYDFYKPDMLSEYPIVDGKLSIQCYLSALDRCYSVYCKKIHAQWQKEGNDKDFTLNDFGFMIFHSPYCKLVQKSLARMLLNDFLNDQNRDKNSIYSGLEA.... The miRNA is hsa-miR-1305 with sequence UUUUCAACUCUAAUGGGAGAGA.